Dataset: Reaction yield outcomes from USPTO patents with 853,638 reactions. Task: Predict the reaction yield, written as a fraction of the theoretical maximum amount of product (1.0 means a 100% yield; for example, 0.34 means a 34% yield). The reactants are C(O)(=O)C.[CH3:5][O:6][C:7]1[CH:19]=[C:18]([N+:20]([O-:22])=[O:21])[CH:17]=[CH:16][C:8]=1[O:9][CH:10]1[CH2:15][CH2:14][NH:13][CH2:12][CH2:11]1.[CH3:23][C:24]([CH3:26])=O.C([BH3-])#N.[Na+]. The catalyst is CO. The product is [CH:24]([N:13]1[CH2:14][CH2:15][CH:10]([O:9][C:8]2[CH:16]=[CH:17][C:18]([N+:20]([O-:22])=[O:21])=[CH:19][C:7]=2[O:6][CH3:5])[CH2:11][CH2:12]1)([CH3:26])[CH3:23]. The yield is 0.970.